Regression. Given two drug SMILES strings and cell line genomic features, predict the synergy score measuring deviation from expected non-interaction effect. From a dataset of NCI-60 drug combinations with 297,098 pairs across 59 cell lines. Drug 1: CN(CCCl)CCCl.Cl. Drug 2: C1CN(CCN1C(=O)CCBr)C(=O)CCBr. Cell line: OVCAR-5. Synergy scores: CSS=14.8, Synergy_ZIP=-4.18, Synergy_Bliss=1.13, Synergy_Loewe=1.31, Synergy_HSA=2.06.